From a dataset of Catalyst prediction with 721,799 reactions and 888 catalyst types from USPTO. Predict which catalyst facilitates the given reaction. (1) Reactant: C(OC(=O)[NH:7][C:8]1[CH:13]=[C:12]([C:14]([F:17])([F:16])[F:15])[C:11]([CH3:18])=[CH:10][C:9]=1[NH:19][C:20](=[O:37])[CH2:21][C:22]([C:24]1[CH:29]=[CH:28][CH:27]=[C:26]([C:30]2[CH:35]=[CH:34][N:33]=[C:32]([CH3:36])[CH:31]=2)[CH:25]=1)=O)(C)(C)C.C(O)(C(F)(F)F)=O. Product: [CH3:18][C:11]1[C:12]([C:14]([F:17])([F:16])[F:15])=[CH:13][C:8]2[N:7]=[C:22]([C:24]3[CH:29]=[CH:28][CH:27]=[C:26]([C:30]4[CH:35]=[CH:34][N:33]=[C:32]([CH3:36])[CH:31]=4)[CH:25]=3)[CH2:21][C:20](=[O:37])[NH:19][C:9]=2[CH:10]=1. The catalyst class is: 2. (2) Reactant: O=C1C2C(=CC=CC=2)C(=O)[N:3]1[CH2:12][C:13]1[C:14]([C:24](=O)[CH2:25][C:26]2[N:30]([CH3:31])[N:29]=[CH:28][N:27]=2)=[C:15]([CH:20]=[C:21]([F:23])[CH:22]=1)[C:16](OC)=[O:17].O.[NH2:34][NH2:35].C(O)(=O)C. Product: [NH2:3][CH2:12][C:13]1[CH:22]=[C:21]([F:23])[CH:20]=[C:15]2[C:14]=1[C:24]([CH2:25][C:26]1[N:30]([CH3:31])[N:29]=[CH:28][N:27]=1)=[N:34][NH:35][C:16]2=[O:17]. The catalyst class is: 20. (3) Reactant: [F:1][C:2]([F:16])([F:15])[C:3]1[CH:4]=[C:5]2[CH:11]=[C:10]([C:12]([OH:14])=[O:13])[NH:9][C:6]2=[N:7][CH:8]=1.S(=O)(=O)(O)O. Product: [F:16][C:2]([F:1])([F:15])[C:3]1[CH:4]=[C:5]2[CH:11]=[CH:10][NH:9][C:6]2=[N:7][CH:8]=1.[CH3:11][CH2:10][C:12]([O-:14])=[O:13]. The catalyst class is: 8. (4) Reactant: [ClH:1].Cl.[Br:3][C:4]1[CH:5]=[C:6]([CH:37]=[C:38]([C:40]([F:43])([F:42])[F:41])[CH:39]=1)[C:7]([N:9]([CH2:11][C@H:12]([C:30]1[CH:35]=[CH:34][C:33]([F:36])=[CH:32][CH:31]=1)[CH2:13][CH2:14][N:15]1[CH2:18][CH:17]([N:19]2[CH2:24][CH2:23][N:22]3[C:25](=[O:29])[CH2:26][CH2:27]C[CH:21]3[CH2:20]2)[CH2:16]1)[CH3:10])=[O:8].N1CC(N2CCN(C(=O)CC)CC2)C1.C(O[BH-](OC(=O)C)OC(=O)C)(=O)C.[Na+].CCN(C(C)C)C(C)C. Product: [ClH:1].[ClH:1].[Br:3][C:4]1[CH:5]=[C:6]([CH:37]=[C:38]([C:40]([F:41])([F:42])[F:43])[CH:39]=1)[C:7]([N:9]([CH2:11][C@H:12]([C:30]1[CH:35]=[CH:34][C:33]([F:36])=[CH:32][CH:31]=1)[CH2:13][CH2:14][N:15]1[CH2:18][CH:17]([N:19]2[CH2:20][CH2:21][N:22]([C:25](=[O:29])[CH2:26][CH3:27])[CH2:23][CH2:24]2)[CH2:16]1)[CH3:10])=[O:8]. The catalyst class is: 61. (5) Product: [CH3:13][O:12][C:9]1[CH:10]=[C:11]2[C:6](=[CH:7][CH:8]=1)[C:5](=[O:14])[N:4]([C:15]1[CH:16]=[CH:17][C:18]([C:21]([F:24])([F:23])[F:22])=[CH:19][CH:20]=1)[CH:3]=[C:2]2[C:36]1[CH:37]=[CH:38][C:33]([C:32]([F:43])([F:42])[F:31])=[CH:34][CH:35]=1. The catalyst class is: 73. Reactant: Br[C:2]1[C:11]2[C:6](=[CH:7][CH:8]=[C:9]([O:12][CH3:13])[CH:10]=2)[C:5](=[O:14])[N:4]([C:15]2[CH:20]=[CH:19][C:18]([C:21]([F:24])([F:23])[F:22])=[CH:17][CH:16]=2)[CH:3]=1.C(=O)([O-])[O-].[K+].[K+].[F:31][C:32]([F:43])([F:42])[C:33]1[CH:38]=[CH:37][C:36](B(O)O)=[CH:35][CH:34]=1. (6) Reactant: C(N(CC)CC)C.FC(F)(F)C(O)=O.[CH2:15]([O:17][CH2:18][C:19]1[N:20]([CH2:33][CH2:34][NH2:35])[C:21]2[C:26]([CH3:27])=[C:25]([CH3:28])[N:24]3[N:29]=[N:30][N:31]=[C:23]3[C:22]=2[N:32]=1)[CH3:16].[N:36]1([C:42](Cl)=[O:43])[CH2:41][CH2:40][O:39][CH2:38][CH2:37]1. Product: [CH2:15]([O:17][CH2:18][C:19]1[N:20]([CH2:33][CH2:34][NH:35][C:42]([N:36]2[CH2:41][CH2:40][O:39][CH2:38][CH2:37]2)=[O:43])[C:21]2[C:26]([CH3:27])=[C:25]([CH3:28])[N:24]3[N:29]=[N:30][N:31]=[C:23]3[C:22]=2[N:32]=1)[CH3:16]. The catalyst class is: 4. (7) Reactant: C(N(CC)CC)C.[C:8]1([S:14](Cl)(=[O:16])=[O:15])[CH:13]=[CH:12][CH:11]=[CH:10][CH:9]=1.[CH2:18]([N:25]1[C:29]2([CH2:34][CH2:33][NH:32][CH2:31][CH2:30]2)[NH:28][CH:27]([CH2:35][C:36]2[CH:41]=[CH:40][CH:39]=[CH:38][CH:37]=2)[C:26]1=[O:42])[C:19]1[CH:24]=[CH:23][CH:22]=[CH:21][CH:20]=1.C(=O)([O-])[O-].[Na+].[Na+]. Product: [C:8]1([S:14]([N:32]2[CH2:33][CH2:34][C:29]3([N:25]([CH2:18][C:19]4[CH:24]=[CH:23][CH:22]=[CH:21][CH:20]=4)[C:26](=[O:42])[CH:27]([CH2:35][C:36]4[CH:41]=[CH:40][CH:39]=[CH:38][CH:37]=4)[NH:28]3)[CH2:30][CH2:31]2)(=[O:16])=[O:15])[CH:13]=[CH:12][CH:11]=[CH:10][CH:9]=1. The catalyst class is: 2.